Dataset: Reaction yield outcomes from USPTO patents with 853,638 reactions. Task: Predict the reaction yield, written as a fraction of the theoretical maximum amount of product (1.0 means a 100% yield; for example, 0.34 means a 34% yield). (1) The reactants are [NH2:1][C:2]1[CH:11]=[CH:10][C:5]([C:6]([O:8][CH3:9])=[O:7])=[CH:4][C:3]=1[OH:12].I[CH:14]([CH3:16])[CH3:15].C([O-])([O-])=O.[Cs+].[Cs+].[OH-].[NH4+]. The catalyst is CC(C)=O.O. The product is [CH3:9][O:8][C:6](=[O:7])[C:5]1[CH:10]=[CH:11][C:2]([NH2:1])=[C:3]([O:12][CH:14]([CH3:16])[CH3:15])[CH:4]=1. The yield is 0.900. (2) The reactants are [NH:1]1[C:5]2=[N:6][CH:7]=[CH:8][CH:9]=[C:4]2[CH:3]=[CH:2]1.C[O:11]CCOC.CCCCCCC.ClC1C=CC=C(C(OO)=O)C=1. The catalyst is C(Cl)Cl.CO. The product is [NH:1]1[C:5]2=[N+:6]([O-:11])[CH:7]=[CH:8][CH:9]=[C:4]2[CH:3]=[CH:2]1. The yield is 0.850. (3) The reactants are [C:1]([C:5]1[NH:6][C:7]2[C:12]([CH:13]=1)=[C:11]([F:14])[C:10]([N+:15]([O-])=O)=[CH:9][CH:8]=2)([CH3:4])([CH3:3])[CH3:2].[BH4-].[Na+].O. The catalyst is CO.Cl[Ni]Cl. The product is [C:1]([C:5]1[NH:6][C:7]2[C:12]([CH:13]=1)=[C:11]([F:14])[C:10]([NH2:15])=[CH:9][CH:8]=2)([CH3:4])([CH3:2])[CH3:3]. The yield is 0.500. (4) The reactants are [O:1]1[C:5]2[CH:6]=[CH:7][C:8]([C:10]3[CH:19]=[C:18](Cl)[C:17]4[C:12](=[CH:13][CH:14]=[CH:15][CH:16]=4)[N:11]=3)=[CH:9][C:4]=2[O:3][CH2:2]1.[F:21][C:22]([F:29])([F:28])[C:23]1[CH:27]=[CH:26][NH:25][N:24]=1.[H-].[Na+]. The catalyst is CN(C=O)C.C(OCC)(=O)C. The product is [O:1]1[C:5]2[CH:6]=[CH:7][C:8]([C:10]3[CH:19]=[C:18]([N:25]4[CH:26]=[CH:27][C:23]([C:22]([F:29])([F:28])[F:21])=[N:24]4)[C:17]4[C:12](=[CH:13][CH:14]=[CH:15][CH:16]=4)[N:11]=3)=[CH:9][C:4]=2[O:3][CH2:2]1. The yield is 0.520. (5) The reactants are [C:1]1([S:7](Cl)(=[O:9])=[O:8])[CH:6]=[CH:5][CH:4]=[CH:3][CH:2]=1.Cl.[CH3:12][O:13][C:14](=[O:23])[C:15]1[CH:20]=[CH:19][C:18]([CH2:21][NH2:22])=[CH:17][CH:16]=1. The catalyst is CN(C)C1C=CN=CC=1.C(Cl)Cl. The product is [CH3:12][O:13][C:14](=[O:23])[C:15]1[CH:20]=[CH:19][C:18]([CH2:21][NH:22][S:7]([C:1]2[CH:6]=[CH:5][CH:4]=[CH:3][CH:2]=2)(=[O:9])=[O:8])=[CH:17][CH:16]=1. The yield is 0.990. (6) The reactants are [F:1][C:2]1[CH:20]=[CH:19][C:5]([CH2:6][NH:7][C:8]([C:10]2[CH:15]=[C:14]([CH:16]=O)[N:13]=[C:12]([CH3:18])[N:11]=2)=[O:9])=[CH:4][C:3]=1[O:21][CH3:22].[NH2:23][OH:24].Cl.C([O-])(=O)C.[Na+]. The catalyst is CCO. The product is [F:1][C:2]1[CH:20]=[CH:19][C:5]([CH2:6][NH:7][C:8]([C:10]2[CH:15]=[C:14]([CH:16]=[N:23][OH:24])[N:13]=[C:12]([CH3:18])[N:11]=2)=[O:9])=[CH:4][C:3]=1[O:21][CH3:22]. The yield is 0.800. (7) The reactants are [CH3:1][O:2][C:3]1[CH:4]=[C:5]2[C:10](=[CH:11][C:12]=1[O:13][CH3:14])[N:9]=[CH:8][CH:7]=[C:6]2[O:15][C:16]1[CH:22]=[CH:21][C:19]([NH2:20])=[C:18]([O:23][CH3:24])[CH:17]=1.C(N(CC)CC)C.ClC(Cl)(O[C:36](=[O:42])OC(Cl)(Cl)Cl)Cl.[CH:44]([N:47]([CH:51]([CH3:53])[CH3:52])[CH2:48][CH2:49][NH2:50])([CH3:46])[CH3:45]. The catalyst is C(Cl)(Cl)Cl.O. The product is [CH:44]([N:47]([CH:51]([CH3:53])[CH3:52])[CH2:48][CH2:49][NH:50][C:36]([NH:20][C:19]1[CH:21]=[CH:22][C:16]([O:15][C:6]2[C:5]3[C:10](=[CH:11][C:12]([O:13][CH3:14])=[C:3]([O:2][CH3:1])[CH:4]=3)[N:9]=[CH:8][CH:7]=2)=[CH:17][C:18]=1[O:23][CH3:24])=[O:42])([CH3:46])[CH3:45]. The yield is 0.520.